This data is from Forward reaction prediction with 1.9M reactions from USPTO patents (1976-2016). The task is: Predict the product of the given reaction. (1) Given the reactants C[O-].[Na+].Cl.[NH2:5][OH:6].[Cl:7][C:8]1[C:13]([C:14]#[N:15])=[CH:12][CH:11]=[CH:10][N:9]=1, predict the reaction product. The product is: [Cl:7][C:8]1[C:13]([C:14](=[N:5][OH:6])[NH2:15])=[CH:12][CH:11]=[CH:10][N:9]=1. (2) The product is: [CH3:24][O:23][C:19]1[C:15]2[C:16](=[O:18])[NH:9][C:8]([C:6]3[CH:5]=[CH:4][N:3]=[CH:2][CH:7]=3)=[N:13][C:14]=2[CH:22]=[N:21][CH:20]=1. Given the reactants Cl[C:2]1[CH:7]=[C:6]([C:8]#[N:9])[CH:5]=[CH:4][N:3]=1.C[O-].[Na+].[NH2:13][C:14]1[CH:22]=[N:21][CH:20]=[C:19]([O:23][CH3:24])[C:15]=1[C:16]([OH:18])=O, predict the reaction product. (3) Given the reactants [Br:1][C:2]1[N:7]=[C:6]([CH:8]=[O:9])[C:5]([Cl:10])=[CH:4][CH:3]=1.[CH3:11][Mg]Br.[Cl-].[NH4+], predict the reaction product. The product is: [Br:1][C:2]1[N:7]=[C:6]([CH:8]([OH:9])[CH3:11])[C:5]([Cl:10])=[CH:4][CH:3]=1. (4) Given the reactants CO[C:3]([C:5]1[C:9]2=[N:10][C:11]([C:27]3[CH:32]=[CH:31][C:30]([F:33])=[CH:29][CH:28]=3)=[C:12]([C:21]3[CH:26]=[CH:25][N:24]=[CH:23][CH:22]=3)[C:13]([C:14]3[CH:19]=[CH:18][C:17]([F:20])=[CH:16][CH:15]=3)=[C:8]2[NH:7][N:6]=1)=[O:4].O.[NH2:35][CH2:36][CH2:37][OH:38], predict the reaction product. The product is: [OH:38][CH2:37][CH2:36][NH:35][C:3]([C:5]1[C:9]2=[N:10][C:11]([C:27]3[CH:32]=[CH:31][C:30]([F:33])=[CH:29][CH:28]=3)=[C:12]([C:21]3[CH:26]=[CH:25][N:24]=[CH:23][CH:22]=3)[C:13]([C:14]3[CH:15]=[CH:16][C:17]([F:20])=[CH:18][CH:19]=3)=[C:8]2[NH:7][N:6]=1)=[O:4]. (5) Given the reactants [O:1]1[C:5]2[CH:6]=[CH:7][CH:8]=[CH:9][C:4]=2[NH:3][C:2]1=[O:10].C(=O)([O-])[O-].[K+].[K+].Br[CH2:18][CH2:19][CH2:20][Cl:21], predict the reaction product. The product is: [Cl:21][CH2:20][CH2:19][CH2:18][N:3]1[C:4]2[CH:9]=[CH:8][CH:7]=[CH:6][C:5]=2[O:1][C:2]1=[O:10]. (6) Given the reactants [Cl:1][C:2]1[CH:7]=[CH:6][C:5]([N:8](S(CCC)(=O)=O)[S:9]([CH2:12][CH2:13][CH3:14])(=[O:11])=[O:10])=[CH:4][C:3]=1[N+:21]([O-:23])=[O:22].C1COCC1.[OH-].[Na+], predict the reaction product. The product is: [Cl:1][C:2]1[CH:7]=[CH:6][C:5]([NH:8][S:9]([CH2:12][CH2:13][CH3:14])(=[O:11])=[O:10])=[CH:4][C:3]=1[N+:21]([O-:23])=[O:22]. (7) Given the reactants [CH3:1][N:2]([CH2:10][CH2:11][O:12][C:13]1[CH:18]=[CH:17][C:16](B2OC(C)(C)C(C)(C)O2)=[CH:15][C:14]=1[C:28]([F:31])([F:30])[F:29])[C:3](=[O:9])[O:4][C:5]([CH3:8])([CH3:7])[CH3:6].[NH2:32][C:33]1[C:34]([C:42]#[N:43])=[N:35][C:36](Cl)=[CH:37][C:38]=1[NH:39][CH3:40].P([O-])([O-])([O-])=O.[K+].[K+].[K+].C1(P(C2CCCCC2)C2CCCCC2)CCCCC1, predict the reaction product. The product is: [NH2:32][C:33]1[C:38]([NH:39][CH3:40])=[CH:37][C:36]([C:16]2[CH:17]=[CH:18][C:13]([O:12][CH2:11][CH2:10][N:2]([CH3:1])[C:3](=[O:9])[O:4][C:5]([CH3:6])([CH3:8])[CH3:7])=[C:14]([C:28]([F:29])([F:30])[F:31])[CH:15]=2)=[N:35][C:34]=1[C:42]#[N:43].